This data is from Reaction yield outcomes from USPTO patents with 853,638 reactions. The task is: Predict the reaction yield, written as a fraction of the theoretical maximum amount of product (1.0 means a 100% yield; for example, 0.34 means a 34% yield). (1) The reactants are [CH:1]1([NH:4][C:5]([C:7]2[C:8]3[CH:9]=[C:10]([C:20]4[C:25]([Cl:26])=[CH:24][N:23]=[C:22](Cl)[N:21]=4)[N:11]([CH2:16][O:17][CH2:18][CH3:19])[C:12]=3[CH:13]=[CH:14][CH:15]=2)=[O:6])[CH2:3][CH2:2]1.Cl.[NH2:29][C@@H:30]1[CH2:34][CH2:33][CH2:32][C@@H:31]1[OH:35].CCN(C(C)C)C(C)C.O. The catalyst is CS(C)=O. The product is [Cl:26][C:25]1[C:20]([C:10]2[N:11]([CH2:16][O:17][CH2:18][CH3:19])[C:12]3[CH:13]=[CH:14][CH:15]=[C:7]([C:5]([NH:4][CH:1]4[CH2:3][CH2:2]4)=[O:6])[C:8]=3[CH:9]=2)=[N:21][C:22]([NH:29][C@@H:30]2[CH2:34][CH2:33][CH2:32][C@@H:31]2[OH:35])=[N:23][CH:24]=1. The yield is 0.603. (2) The reactants are [Br:1][C:2]1[CH:10]=[CH:9][C:5]([C:6](O)=[O:7])=[CH:4][C:3]=1[CH3:11].[CH3:12][NH:13][CH3:14]. The catalyst is CCO. The product is [Br:1][C:2]1[CH:10]=[CH:9][C:5]([C:6]([N:13]([CH3:14])[CH3:12])=[O:7])=[CH:4][C:3]=1[CH3:11]. The yield is 0.650. (3) The reactants are [CH3:1][O:2]/[N:3]=[C:4](/[C:15]1[CH:20]=[CH:19][C:18]([S:21]([CH3:24])(=[O:23])=[O:22])=[CH:17][CH:16]=1)\[CH2:5][O:6][C:7]1[CH:12]=[CH:11][C:10]([CH2:13][OH:14])=[CH:9][CH:8]=1.O[C:26]1[CH:31]=[CH:30][C:29]([CH2:32][CH2:33][C:34]([O:36]C)=[O:35])=[CH:28][CH:27]=1. No catalyst specified. The product is [CH3:1][O:2]/[N:3]=[C:4](/[C:15]1[CH:20]=[CH:19][C:18]([S:21]([CH3:24])(=[O:23])=[O:22])=[CH:17][CH:16]=1)\[CH2:5][O:6][C:7]1[CH:8]=[CH:9][C:10]([CH2:13][O:14][C:26]2[CH:31]=[CH:30][C:29]([CH2:32][CH2:33][C:34]([OH:36])=[O:35])=[CH:28][CH:27]=2)=[CH:11][CH:12]=1. The yield is 0.399.